From a dataset of Catalyst prediction with 721,799 reactions and 888 catalyst types from USPTO. Predict which catalyst facilitates the given reaction. Reactant: [CH3:1][N:2]1[CH:6]=[C:5]([NH:7][C:8]2[N:13]=[C:12]([N:14]3[CH2:20][C@H:19]4[N:21]([CH:22]5[CH2:25][N:24](C(OC(C)(C)C)=O)[CH2:23]5)[C@H:16]([CH2:17][CH2:18]4)[CH2:15]3)[CH:11]=[CH:10][N:9]=2)[CH:4]=[N:3]1.Cl.CCN(C(C)C)C(C)C.[CH3:43][S:44](Cl)(=[O:46])=[O:45]. Product: [CH3:1][N:2]1[CH:6]=[C:5]([NH:7][C:8]2[N:13]=[C:12]([N:14]3[CH2:20][C@H:19]4[N:21]([CH:22]5[CH2:25][N:24]([S:44]([CH3:43])(=[O:46])=[O:45])[CH2:23]5)[C@H:16]([CH2:17][CH2:18]4)[CH2:15]3)[CH:11]=[CH:10][N:9]=2)[CH:4]=[N:3]1. The catalyst class is: 135.